Dataset: Peptide-MHC class II binding affinity with 134,281 pairs from IEDB. Task: Regression. Given a peptide amino acid sequence and an MHC pseudo amino acid sequence, predict their binding affinity value. This is MHC class II binding data. (1) The peptide sequence is DPTLDHHWHLWKKTYGKQYK. The MHC is DRB1_1301 with pseudo-sequence DRB1_1301. The binding affinity (normalized) is 0. (2) The peptide sequence is VNEPTAAAIAYGLDR. The MHC is HLA-DQA10501-DQB10301 with pseudo-sequence HLA-DQA10501-DQB10301. The binding affinity (normalized) is 0.591. (3) The peptide sequence is NDAIKASTGGAYESY. The MHC is HLA-DQA10101-DQB10501 with pseudo-sequence HLA-DQA10101-DQB10501. The binding affinity (normalized) is 0.